From a dataset of Full USPTO retrosynthesis dataset with 1.9M reactions from patents (1976-2016). Predict the reactants needed to synthesize the given product. (1) Given the product [C:25]([O:29][C:30]([C@@:32]1([CH2:46][C:47](=[CH2:48])[CH2:1][Br:5])[CH2:36][C:35](=[O:37])[N:34]([C@@H:38]([C:40]2[CH:41]=[CH:42][CH:43]=[CH:44][CH:45]=2)[CH3:39])[CH2:33]1)=[O:31])([CH3:28])([CH3:27])[CH3:26], predict the reactants needed to synthesize it. The reactants are: [C:1]([Br:5])(Br)(Br)Br.C1(P(C2C=CC=CC=2)C2C=CC=CC=2)C=CC=CC=1.[C:25]([O:29][C:30]([C@@:32]1([CH2:46][C:47](=C)[CH2:48]O)[CH2:36][C:35](=[O:37])[N:34]([C@@H:38]([C:40]2[CH:45]=[CH:44][CH:43]=[CH:42][CH:41]=2)[CH3:39])[CH2:33]1)=[O:31])([CH3:28])([CH3:27])[CH3:26]. (2) Given the product [Cl:1][CH2:2][CH2:3][O:4][C:5]1[CH:14]=[C:13]2[C:8]([C:9]([CH3:26])=[CH:10][N:11]([C:16]3[CH:17]=[C:18]([CH:22]=[CH:23][C:24]=3[CH3:25])[C:19]([NH:46][CH:42]3[CH2:45][CH2:44][CH2:43]3)=[O:20])[C:12]2=[O:15])=[CH:7][CH:6]=1, predict the reactants needed to synthesize it. The reactants are: [Cl:1][CH2:2][CH2:3][O:4][C:5]1[CH:14]=[C:13]2[C:8]([C:9]([CH3:26])=[CH:10][N:11]([C:16]3[CH:17]=[C:18]([CH:22]=[CH:23][C:24]=3[CH3:25])[C:19](O)=[O:20])[C:12]2=[O:15])=[CH:7][CH:6]=1.C(Cl)(=O)C(Cl)=O.CCN(C(C)C)C(C)C.[CH:42]1([NH2:46])[CH2:45][CH2:44][CH2:43]1. (3) Given the product [CH2:23]([N:25]([CH2:2][CH2:3][CH2:4][O:5][C:6]1[CH:11]=[CH:10][C:9](/[CH:12]=[CH:13]/[C:14]2[O:15][C:16]3[CH:22]=[CH:21][CH:20]=[CH:19][C:17]=3[N:18]=2)=[CH:8][CH:7]=1)[CH2:26][CH3:27])[CH3:24].[CH2:14]([NH:18][CH2:17][CH3:16])[CH3:13], predict the reactants needed to synthesize it. The reactants are: Cl[CH2:2][CH2:3][CH2:4][O:5][C:6]1[CH:11]=[CH:10][C:9](/[CH:12]=[CH:13]/[C:14]2[O:15][C:16]3[CH:22]=[CH:21][CH:20]=[CH:19][C:17]=3[N:18]=2)=[CH:8][CH:7]=1.[CH2:23]([NH:25][CH2:26][CH3:27])[CH3:24]. (4) Given the product [C:35]([O:34][C@@H:9]([C:10]1[C:11]([C:27]2[CH:28]=[CH:29][C:30]([Cl:33])=[CH:31][CH:32]=2)=[C:12]2[C:17](=[CH:18][C:19]=1[CH3:20])[N:16]=[C:15]([C:21]1[CH:26]=[CH:25][CH:24]=[CH:23][N:22]=1)[CH:14]=[CH:13]2)[CH2:8][OH:7])([CH3:38])([CH3:36])[CH3:37], predict the reactants needed to synthesize it. The reactants are: C([O:7][CH2:8][C@@H:9]([O:34][C:35]([CH3:38])([CH3:37])[CH3:36])[C:10]1[C:11]([C:27]2[CH:32]=[CH:31][C:30]([Cl:33])=[CH:29][CH:28]=2)=[C:12]2[C:17](=[CH:18][C:19]=1[CH3:20])[N:16]=[C:15]([C:21]1[CH:26]=[CH:25][CH:24]=[CH:23][N:22]=1)[CH:14]=[CH:13]2)(=O)C(C)(C)C.[OH-].[Na+]. (5) Given the product [CH:1]1([CH2:4][O:5][C:6]2[CH:7]=[C:8]([CH2:15][C:16]([O:18][CH2:19][CH3:20])=[O:17])[CH:9]=[CH:10][C:11]=2[N+:12]([O-:14])=[O:13])[CH2:2][CH2:3]1, predict the reactants needed to synthesize it. The reactants are: [CH:1]1([CH2:4][O:5][C:6]2[CH:7]=[C:8]([CH2:15][C:16]([OH:18])=[O:17])[CH:9]=[CH:10][C:11]=2[N+:12]([O-:14])=[O:13])[CH2:3][CH2:2]1.[CH2:19](O)[CH3:20].Cl.